From a dataset of Forward reaction prediction with 1.9M reactions from USPTO patents (1976-2016). Predict the product of the given reaction. (1) Given the reactants [C:1](=[O:4])([O-])[O-].[Cs+].[Cs+].CI.[C:9]([C:13]1[CH:14]=[C:15]([C:23](=[O:25])[CH3:24])[CH:16]=[C:17]([O:20][CH2:21][CH3:22])[C:18]=1O)([CH3:12])([CH3:11])[CH3:10].[Br-:26].[Br-].[Br-].C([N+](CCCC)(CCCC)CCCC)CCC.C([N+](CCCC)(CCCC)CCCC)CCC.C([N+](CCCC)(CCCC)CCCC)CCC, predict the reaction product. The product is: [Br:26][CH2:24][C:23]([C:15]1[CH:16]=[C:17]([O:20][CH2:21][CH3:22])[C:18]([O:4][CH3:1])=[C:13]([C:9]([CH3:12])([CH3:11])[CH3:10])[CH:14]=1)=[O:25]. (2) Given the reactants [Si:1]([O:8][CH2:9][C:10]1[N:11]([CH3:36])[C:12]2[C:17]([CH:18]=1)=[CH:16][C:15]1[C:19](=[N:24][CH2:25][C:26]3[CH:31]=[CH:30][C:29]([O:32][CH3:33])=[CH:28][C:27]=3[O:34][CH3:35])[CH2:20][CH2:21][CH2:22][O:23][C:14]=1[CH:13]=2)([C:4]([CH3:7])([CH3:6])[CH3:5])([CH3:3])[CH3:2].[CH:37]([C:46](OC)=[O:47])([C:42](OC)=[O:43])[C:38]([O:40][CH3:41])=[O:39], predict the reaction product. The product is: [Si:1]([O:8][CH2:9][C:10]1[N:11]([CH3:36])[C:12]2[CH:13]=[C:14]3[O:23][CH2:22][CH2:21][C:20]4[C:46]([OH:47])=[C:37]([C:38]([O:40][CH3:41])=[O:39])[C:42](=[O:43])[N:24]([CH2:25][C:26]5[CH:31]=[CH:30][C:29]([O:32][CH3:33])=[CH:28][C:27]=5[O:34][CH3:35])[C:19]=4[C:15]3=[CH:16][C:17]=2[CH:18]=1)([C:4]([CH3:7])([CH3:6])[CH3:5])([CH3:3])[CH3:2]. (3) Given the reactants [CH2:1]([C@H:8]1[CH2:12][O:11][C:10](=[O:13])[N:9]1[C:14](=[O:36])[C@@H:15]([O:25][C:26]1[CH:31]=[CH:30][C:29]([C:32]([CH3:35])([CH3:34])[CH3:33])=[CH:28][CH:27]=1)[C@H:16](O)[C:17]1[CH:22]=[CH:21][C:20]([OH:23])=[CH:19][CH:18]=1)[C:2]1[CH:7]=[CH:6][CH:5]=[CH:4][CH:3]=1.C([SiH](CC)CC)C, predict the reaction product. The product is: [CH2:1]([C@H:8]1[CH2:12][O:11][C:10](=[O:13])[N:9]1[C:14](=[O:36])[C@@H:15]([O:25][C:26]1[CH:31]=[CH:30][C:29]([C:32]([CH3:34])([CH3:33])[CH3:35])=[CH:28][CH:27]=1)[CH2:16][C:17]1[CH:22]=[CH:21][C:20]([OH:23])=[CH:19][CH:18]=1)[C:2]1[CH:7]=[CH:6][CH:5]=[CH:4][CH:3]=1. (4) Given the reactants [OH:1][N:2]=[C:3]([Cl:13])[C@H:4]1[C:8]([CH3:10])([CH3:9])[O:7][C:6]([CH3:12])([CH3:11])[O:5]1.[CH3:14][S:15](Cl)(=[O:17])=[O:16].C(N(CC)CC)C, predict the reaction product. The product is: [CH3:11][C:6]1([CH3:12])[O:5][C@@H:4]([C:3]([Cl:13])=[N:2][O:1][S:15]([CH3:14])(=[O:17])=[O:16])[C:8]([CH3:9])([CH3:10])[O:7]1. (5) Given the reactants [N+:1]([C:4]1[CH:5]=[C:6]2[CH:12]=[CH:11][NH:10][C:7]2=[N:8][CH:9]=1)([O-:3])=[O:2].C(N(CC)CC)C.[C:20]1([S:26](Cl)(=[O:28])=[O:27])[CH:25]=[CH:24][CH:23]=[CH:22][CH:21]=1, predict the reaction product. The product is: [C:20]1([S:26]([N:10]2[C:7]3=[N:8][CH:9]=[C:4]([N+:1]([O-:3])=[O:2])[CH:5]=[C:6]3[CH:12]=[CH:11]2)(=[O:28])=[O:27])[CH:25]=[CH:24][CH:23]=[CH:22][CH:21]=1.